Dataset: Full USPTO retrosynthesis dataset with 1.9M reactions from patents (1976-2016). Task: Predict the reactants needed to synthesize the given product. (1) Given the product [O:1]=[S:2]1(=[O:19])[CH2:6][CH2:5][CH2:4][N:3]1[C:7]12[CH2:15][CH:11]3[CH2:12][CH:13]([CH2:14]1)[C:9]([NH2:25])([CH2:10]3)[CH2:8]2, predict the reactants needed to synthesize it. The reactants are: [O:1]=[S:2]1(=[O:19])[CH2:6][CH2:5][CH2:4][N:3]1[C:7]12[CH2:15][CH:11]3[CH2:12][CH:13]([CH2:14]1)[C:9](C(O)=O)([CH2:10]3)[CH2:8]2.OS(O)(=O)=O.[N-:25]=[N+]=[N-].[Na+]. (2) The reactants are: [I:1][C:2]1[CH:3]=[C:4]2[C:9](=[CH:10][CH:11]=1)[C:8](=[O:12])[NH:7][C:6](=[O:13])/[C:5]/2=[CH:14]\NC1C=CC(C2CCN(C)CC2)=CC=1.BrC1C=C2C(=CC=1)[C:36](=[O:40])NC(=O)C2=C[NH:43][C:44]1[CH:49]=[CH:48][C:47]([N:50]2[CH2:55][CH:54]([CH3:56])[NH:53][CH:52]([CH3:57])[CH2:51]2)=[CH:46][CH:45]=1. Given the product [I:1][C:2]1[CH:3]=[C:4]2[C:9](=[CH:10][CH:11]=1)[C:8](=[O:12])[NH:7][C:6](=[O:13])/[C:5]/2=[CH:14]/[O:40][CH3:36].[CH3:56][CH:54]1[NH:53][CH:52]([CH3:57])[CH2:51][N:50]([C:47]2[CH:48]=[CH:49][C:44]([NH2:43])=[CH:45][CH:46]=2)[CH2:55]1, predict the reactants needed to synthesize it.